This data is from Catalyst prediction with 721,799 reactions and 888 catalyst types from USPTO. The task is: Predict which catalyst facilitates the given reaction. Reactant: [CH3:1][O:2][C:3]1[CH:4]=[C:5]2[C:10](=[CH:11][C:12]=1[O:13][CH3:14])[N:9]=[CH:8][N:7]=[C:6]2[O:15][C:16]1[CH:22]=[CH:21][C:19]([NH2:20])=[CH:18][CH:17]=1.Cl[C:24](Cl)([O:26]C(=O)OC(Cl)(Cl)Cl)Cl.[CH2:35]([N:37]([CH2:45][CH3:46])[CH2:38][CH2:39][CH:40]([OH:44])[CH2:41][CH2:42][CH3:43])[CH3:36].C(=O)(O)[O-].[Na+]. Product: [CH3:1][O:2][C:3]1[CH:4]=[C:5]2[C:10](=[CH:11][C:12]=1[O:13][CH3:14])[N:9]=[CH:8][N:7]=[C:6]2[O:15][C:16]1[CH:22]=[CH:21][C:19]([NH:20][C:24](=[O:26])[O:44][CH:40]([CH2:39][CH2:38][N:37]([CH2:35][CH3:36])[CH2:45][CH3:46])[CH2:41][CH2:42][CH3:43])=[CH:18][CH:17]=1. The catalyst class is: 208.